This data is from Full USPTO retrosynthesis dataset with 1.9M reactions from patents (1976-2016). The task is: Predict the reactants needed to synthesize the given product. (1) Given the product [C:30]([N:33]1[CH2:38][CH2:37][N:36]([C:19]([C:13]2[S:12][C:11]3=[N:10][C@:9]([C:23]4[CH:24]=[CH:25][C:26]([Cl:29])=[CH:27][CH:28]=4)([CH3:22])[C@@H:8]([C:5]4[CH:4]=[CH:3][C:2]([Cl:1])=[CH:7][CH:6]=4)[N:15]3[C:14]=2[CH:16]([CH3:18])[CH3:17])=[O:20])[CH2:35][CH2:34]1)(=[O:32])[CH3:31], predict the reactants needed to synthesize it. The reactants are: [Cl:1][C:2]1[CH:7]=[CH:6][C:5]([C@H:8]2[N:15]3[C:11]([S:12][C:13]([C:19](O)=[O:20])=[C:14]3[CH:16]([CH3:18])[CH3:17])=[N:10][C@:9]2([C:23]2[CH:28]=[CH:27][C:26]([Cl:29])=[CH:25][CH:24]=2)[CH3:22])=[CH:4][CH:3]=1.[C:30]([N:33]1[CH2:38][CH2:37][NH:36][CH2:35][CH2:34]1)(=[O:32])[CH3:31]. (2) Given the product [OH:6][CH2:5][C:4]([CH2:10][OH:11])([CH2:15][CH:16]=[CH2:17])[CH2:1][CH:2]=[CH2:3], predict the reactants needed to synthesize it. The reactants are: [CH2:1]([C:4]([CH2:15][CH:16]=[CH2:17])([C:10](OCC)=[O:11])[C:5](OCC)=[O:6])[CH:2]=[CH2:3].[H-].[Al+3].[Li+].[H-].[H-].[H-].[Cl-].[NH4+].[OH-].[Na+]. (3) Given the product [C:1]([O:4][C@@H:5]1[C@@H:10]([O:11][C:12](=[O:14])[CH3:13])[C@H:9]([O:15][C:16](=[O:18])[CH3:17])[C@@H:8]([CH2:19][O:20][C:21](=[O:23])[CH3:22])[O:7][C@H:6]1[O:24][C:25]1[C:29]([CH2:30][C:31]2[CH:36]=[CH:35][C:34]([O:37][CH2:38][CH2:67][CH2:68][NH:51][C:46]([C:47](=[O:48])[NH2:49])([CH3:45])[CH3:50])=[CH:33][CH:32]=2)=[C:28]([CH:42]([CH3:43])[CH3:44])[NH:27][N:26]=1)(=[O:3])[CH3:2], predict the reactants needed to synthesize it. The reactants are: [C:1]([O:4][C@@H:5]1[C@@H:10]([O:11][C:12](=[O:14])[CH3:13])[C@H:9]([O:15][C:16](=[O:18])[CH3:17])[C@@H:8]([CH2:19][O:20][C:21](=[O:23])[CH3:22])[O:7][C@H:6]1[O:24][C:25]1[C:29]([CH2:30][C:31]2[CH:36]=[CH:35][C:34]([O:37][CH2:38]CCO)=[CH:33][CH:32]=2)=[C:28]([CH:42]([CH3:44])[CH3:43])[NH:27][N:26]=1)(=[O:3])[CH3:2].[CH3:45][C:46]([NH:51]S(C1C=CC=CC=1[N+]([O-])=O)(=O)=O)([CH3:50])[C:47]([NH2:49])=[O:48].[N+]([C:67]1C=CC=C[C:68]=1S(NCC(N)=O)(=O)=O)([O-])=O.